This data is from Full USPTO retrosynthesis dataset with 1.9M reactions from patents (1976-2016). The task is: Predict the reactants needed to synthesize the given product. (1) Given the product [OH:15][C:12]1[CH:11]=[CH:10][C:9]2[O:8][C@H:7]3[CH2:16][CH2:17][CH2:18][O:19][C@:6]3([CH3:20])[C@:5]3([C:4](=[O:22])[N:3]([CH3:23])[C:2](/[N:1]=[CH:26]/[N:27]([CH3:29])[CH3:28])=[N:21]3)[C:14]=2[CH:13]=1, predict the reactants needed to synthesize it. The reactants are: [NH2:1][C:2]1[N:3]([CH3:23])[C:4](=[O:22])[C@:5]2([N:21]=1)[C:14]1[CH:13]=[C:12]([OH:15])[CH:11]=[CH:10][C:9]=1[O:8][C@H:7]1[CH2:16][CH2:17][CH2:18][O:19][C@:6]21[CH3:20].CO[CH:26](OC)[N:27]([CH3:29])[CH3:28]. (2) Given the product [F:1][C:2]1[CH:7]=[CH:6][C:5]([F:8])=[CH:4][C:3]=1[CH:9]1[CH2:13][CH2:12][CH2:11][N:10]1[C:14]1[CH:19]=[CH:18][N:17]2[N:20]=[CH:21][C:22]([C:37]3[C:33]([CH3:32])=[N:34][O:35][C:36]=3[CH3:41])=[C:16]2[N:15]=1, predict the reactants needed to synthesize it. The reactants are: [F:1][C:2]1[CH:7]=[CH:6][C:5]([F:8])=[CH:4][C:3]=1[CH:9]1[CH2:13][CH2:12][CH2:11][N:10]1[C:14]1[CH:19]=[CH:18][N:17]2[N:20]=[CH:21][C:22](I)=[C:16]2[N:15]=1.[O-]P([O-])([O-])=O.[K+].[K+].[K+].[CH3:32][C:33]1[C:37](B(O)O)=[C:36]([CH3:41])[O:35][N:34]=1. (3) Given the product [F:12][C:2]([F:1])([F:11])[C:3]1[N:8]=[C:7]([CH:9]=[O:10])[CH:6]=[CH:5][N:4]=1, predict the reactants needed to synthesize it. The reactants are: [F:1][C:2]([F:12])([F:11])[C:3]1[N:8]=[C:7]([CH2:9][OH:10])[CH:6]=[CH:5][N:4]=1.CC(OI1(OC(C)=O)(OC(C)=O)OC(=O)C2C=CC=CC1=2)=O. (4) Given the product [Br:1][C:2]1[C:3]([O:21][CH3:22])=[C:4]([S:10][C:11]2[N:12]([CH2:28][CH2:27][CH2:26][C:25]#[CH:24])[C:13]3[C:18]([N:19]=2)=[C:17]([NH2:20])[N:16]=[CH:15][N:14]=3)[CH:5]=[C:6]([O:8][CH3:9])[CH:7]=1, predict the reactants needed to synthesize it. The reactants are: [Br:1][C:2]1[C:3]([O:21][CH3:22])=[C:4]([S:10][C:11]2[NH:12][C:13]3[C:18]([N:19]=2)=[C:17]([NH2:20])[N:16]=[CH:15][N:14]=3)[CH:5]=[C:6]([O:8][CH3:9])[CH:7]=1.Cl[CH2:24][CH2:25][CH2:26][C:27]#[CH:28].C([O-])([O-])=O.[K+].[K+].O.CC#N. (5) Given the product [Br:1][C:2]1[C:3]([CH3:18])=[C:4]2[NH:10][C:9]([C:11]3[CH:17]=[CH:16][C:14]([NH:15][S:27]([C:23]4[CH:24]=[CH:25][CH:26]=[C:21]([C:19]#[N:20])[CH:22]=4)(=[O:29])=[O:28])=[CH:13][CH:12]=3)=[N:8][C:5]2=[N:6][CH:7]=1, predict the reactants needed to synthesize it. The reactants are: [Br:1][C:2]1[C:3]([CH3:18])=[C:4]2[NH:10][C:9]([C:11]3[CH:17]=[CH:16][C:14]([NH2:15])=[CH:13][CH:12]=3)=[N:8][C:5]2=[N:6][CH:7]=1.[C:19]([C:21]1[CH:22]=[C:23]([S:27](Cl)(=[O:29])=[O:28])[CH:24]=[CH:25][CH:26]=1)#[N:20]. (6) Given the product [CH2:1]([O:8][C:9]1[C:10]([C:22]([O:24][CH3:25])=[O:23])=[N:11][N:12]2[CH2:18][CH:19]([CH3:20])[N:27]([CH3:26])[C:14](=[O:15])[C:13]=12)[C:2]1[CH:7]=[CH:6][CH:5]=[CH:4][CH:3]=1, predict the reactants needed to synthesize it. The reactants are: [CH2:1]([O:8][C:9]1[C:10]([C:22]([O:24][CH3:25])=[O:23])=[N:11][N:12]([CH2:18][C:19](=O)[CH3:20])[C:13]=1[C:14](OC)=[O:15])[C:2]1[CH:7]=[CH:6][CH:5]=[CH:4][CH:3]=1.[CH3:26][NH2:27].C(O[BH-](OC(=O)C)OC(=O)C)(=O)C.[Na+].CC(O)=O. (7) Given the product [F:1][C:2]1[CH:3]=[C:4]2[C:8](=[CH:9][C:10]=1[F:11])[NH:7][C:6](=[O:12])/[C:5]/2=[C:13]1\[CH:14]=[C:15]([C:20]2[CH:29]=[CH:28][C:23]([C:24]([OH:26])=[O:25])=[CH:22][CH:21]=2)[C:16]([CH3:19])([CH3:18])[O:17]\1, predict the reactants needed to synthesize it. The reactants are: [F:1][C:2]1[CH:3]=[C:4]2[C:8](=[CH:9][C:10]=1[F:11])[NH:7][C:6](=[O:12])/[C:5]/2=[C:13]1\[CH:14]=[C:15]([C:20]2[CH:29]=[CH:28][C:23]([C:24]([O:26]C)=[O:25])=[CH:22][CH:21]=2)[C:16]([CH3:19])([CH3:18])[O:17]\1.C1COCC1.CO.[OH-].[Na+].Cl.